Dataset: Forward reaction prediction with 1.9M reactions from USPTO patents (1976-2016). Task: Predict the product of the given reaction. (1) Given the reactants [C:1]([O:5][C:6]([N:8]1[CH2:13][CH2:12][N:11]([C:14]2[N:19]=[C:18]3[NH:20][C:21]([C:23]([C:25]4[CH:30]=[CH:29][N:28]=[C:27](Br)[CH:26]=4)=[O:24])=[N:22][C:17]3=[CH:16][CH:15]=2)[CH2:10][CH2:9]1)=[O:7])([CH3:4])([CH3:3])[CH3:2].[C:32]([O:36][C:37]([N:39]1[C:43]([CH3:44])=[C:42](B2OC(C)(C)C(C)(C)O2)[C:41]([CH3:54])=[N:40]1)=[O:38])([CH3:35])([CH3:34])[CH3:33].[O-]P([O-])([O-])=O.[K+].[K+].[K+].O1CCOCC1, predict the reaction product. The product is: [C:1]([O:5][C:6]([N:8]1[CH2:13][CH2:12][N:11]([C:14]2[N:19]=[C:18]3[NH:20][C:21]([C:23]([C:25]4[CH:30]=[CH:29][N:28]=[C:27]([C:42]5[C:41]([CH3:54])=[N:40][N:39]([C:37]([O:36][C:32]([CH3:34])([CH3:33])[CH3:35])=[O:38])[C:43]=5[CH3:44])[CH:26]=4)=[O:24])=[N:22][C:17]3=[CH:16][CH:15]=2)[CH2:10][CH2:9]1)=[O:7])([CH3:4])([CH3:3])[CH3:2]. (2) The product is: [Br:20][C:17]1[CH:18]=[CH:19][C:12]2[O:11][CH2:10][CH2:9][C:8]3[CH:7]=[C:6]([C:4]([OH:5])=[O:3])[S:15][C:14]=3[C:13]=2[CH:16]=1. Given the reactants C([O:3][C:4]([C:6]1[S:15][C:14]2[C:13]3[CH:16]=[C:17]([Br:20])[CH:18]=[CH:19][C:12]=3[O:11][CH2:10][CH2:9][C:8]=2[CH:7]=1)=[O:5])C.[OH-].[Na+].CCO, predict the reaction product. (3) The product is: [CH3:1][O:2][C:3](=[O:38])[C@@H:4]([NH:14][C:15]([C:17]1[C:18]([CH3:37])=[N:19][C:20]([NH:24][CH2:25][CH2:26][CH2:27][C:28]2[CH:33]=[C:32]([O:34][CH3:35])[CH:31]=[CH:30][C:29]=2[Cl:36])=[N:21][C:22]=1[CH3:23])=[O:16])[CH2:5][NH:6][C:7]([C:9]1[S:10][CH:11]=[CH:12][CH:13]=1)=[O:8]. Given the reactants [CH3:1][O:2][C:3](=[O:38])[C@@H:4]([NH:14][C:15]([C:17]1[C:18]([CH3:37])=[N:19][C:20]([NH:24][CH2:25][C:26]#[C:27][C:28]2[CH:33]=[C:32]([O:34][CH3:35])[CH:31]=[CH:30][C:29]=2[Cl:36])=[N:21][C:22]=1[CH3:23])=[O:16])[CH2:5][NH:6][C:7]([C:9]1[S:10][CH:11]=[CH:12][CH:13]=1)=[O:8], predict the reaction product. (4) Given the reactants Cl.[CH3:2][O:3][C:4](=[O:13])[C:5]1[CH:10]=[CH:9][C:8]([CH2:11][NH2:12])=[CH:7][CH:6]=1.C(=O)([O-])[O-].[K+].[K+].C(O)(=O)C.[CH2:24]1[C:29]2([CH2:34][CH2:33][CH2:32][CH2:31][CH2:30]2)[CH2:28][CH2:27][C:26](=O)[CH2:25]1.C(O[BH-](OC(=O)C)OC(=O)C)(=O)C.[Na+], predict the reaction product. The product is: [CH3:2][O:3][C:4](=[O:13])[C:5]1[CH:10]=[CH:9][C:8]([CH2:11][NH:12][CH:32]2[CH2:33][CH2:34][C:29]3([CH2:24][CH2:25][CH2:26][CH2:27][CH2:28]3)[CH2:30][CH2:31]2)=[CH:7][CH:6]=1. (5) Given the reactants [F:1][C:2]1[CH:10]=[C:9]2[C:5]([C:6]([I:11])=[N:7][NH:8]2)=[CH:4][CH:3]=1.Br[CH2:13][CH2:14][CH2:15][NH:16][C:17](=[O:20])[O:18][CH3:19].C(=O)([O-])[O-].[K+].[K+].C(OCC)(=O)C, predict the reaction product. The product is: [F:1][C:2]1[CH:10]=[C:9]2[C:5]([C:6]([I:11])=[N:7][N:8]2[CH2:13][CH2:14][CH2:15][NH:16][C:17](=[O:20])[O:18][CH3:19])=[CH:4][CH:3]=1. (6) Given the reactants [CH3:1][O:2][C:3]1[CH:4]=[C:5]([NH:9][C:10](=[O:14])[N:11]([CH3:13])[CH3:12])[CH:6]=[CH:7][CH:8]=1.I[C:16]1[CH:21]=[CH:20][C:19]([O:22][CH3:23])=[CH:18][CH:17]=1.[H+].[B-](F)(F)(F)F, predict the reaction product. The product is: [CH3:1][O:2][C:3]1[CH:8]=[CH:7][C:6]([C:16]2[CH:21]=[CH:20][C:19]([O:22][CH3:23])=[CH:18][CH:17]=2)=[C:5]([NH:9][C:10](=[O:14])[N:11]([CH3:13])[CH3:12])[CH:4]=1. (7) Given the reactants Br[C:2]1[CH:3]=[N:4][CH:5]=[C:6]([O:8][CH2:9][C@H:10]2[CH2:14][CH2:13][CH2:12][N:11]2[C:15]([O:17][C:18]([CH3:21])([CH3:20])[CH3:19])=[O:16])[CH:7]=1.[CH3:22][C:23]1[CH:38]=[CH:37][C:26]([CH2:27][O:28][CH2:29][CH2:30][CH:31]2[CH2:36][CH2:35][NH:34][CH2:33][CH2:32]2)=[CH:25][CH:24]=1.CC(C)([O-])C.[Na+], predict the reaction product. The product is: [C:18]([O:17][C:15]([N:11]1[CH2:12][CH2:13][CH2:14][C@H:10]1[CH2:9][O:8][C:6]1[CH:5]=[N:4][CH:3]=[C:2]([N:34]2[CH2:33][CH2:32][CH:31]([CH2:30][CH2:29][O:28][CH2:27][C:26]3[CH:25]=[CH:24][C:23]([CH3:22])=[CH:38][CH:37]=3)[CH2:36][CH2:35]2)[CH:7]=1)=[O:16])([CH3:21])([CH3:20])[CH3:19]. (8) The product is: [F:23][CH:2]([F:1])[O:3][C:4]1[C:5]([O:22][CH2:31][C:32]2([CH2:36][O:37][CH3:38])[CH2:35][O:34][CH2:33]2)=[C:6]([C:12]2[CH:13]=[C:14]3[C:18](=[CH:19][CH:20]=2)[C:17](=[O:21])[O:16][CH2:15]3)[CH:7]=[CH:8][C:9]=1[O:10][CH3:11]. Given the reactants [F:1][CH:2]([F:23])[O:3][C:4]1[C:5]([OH:22])=[C:6]([C:12]2[CH:13]=[C:14]3[C:18](=[CH:19][CH:20]=2)[C:17](=[O:21])[O:16][CH2:15]3)[CH:7]=[CH:8][C:9]=1[O:10][CH3:11].C(=O)([O-])[O-].[K+].[K+].Br[CH2:31][C:32]1([CH2:36][O:37][CH3:38])[CH2:35][O:34][CH2:33]1, predict the reaction product.